From a dataset of Full USPTO retrosynthesis dataset with 1.9M reactions from patents (1976-2016). Predict the reactants needed to synthesize the given product. Given the product [ClH:1].[ClH:1].[ClH:1].[NH2:38][C@@H:34]1[CH2:35][CH2:36][CH2:37][N:32]([C:29]2[N:30]=[CH:31][C:26]([NH:25][C:13]3[C:12]4[C:17](=[CH:18][CH:19]=[C:10]([C:4]5[CH:5]=[C:6]([F:9])[C:7]([OH:8])=[C:2]([Cl:1])[CH:3]=5)[N:11]=4)[N:16]=[CH:15][C:14]=3[C:20](=[O:24])[CH:21]([CH3:22])[CH3:23])=[CH:27][CH:28]=2)[CH2:33]1, predict the reactants needed to synthesize it. The reactants are: [Cl:1][C:2]1[CH:3]=[C:4]([C:10]2[N:11]=[C:12]3[C:17](=[CH:18][CH:19]=2)[N:16]=[CH:15][C:14]([C:20](=[O:24])[CH:21]([CH3:23])[CH3:22])=[C:13]3[NH:25][C:26]2[CH:27]=[CH:28][C:29]([N:32]3[CH2:37][CH2:36][CH2:35][C@@H:34]([NH:38]C(=O)OC(C)(C)C)[CH2:33]3)=[N:30][CH:31]=2)[CH:5]=[C:6]([F:9])[C:7]=1[OH:8].C(O)(C(F)(F)F)=O.